This data is from Cav3 T-type calcium channel HTS with 100,875 compounds. The task is: Binary Classification. Given a drug SMILES string, predict its activity (active/inactive) in a high-throughput screening assay against a specified biological target. The drug is O=C(N1CCN(CC1)c1nc(N2CCN(CC2)C(=O)C(n2nnc(c2)C(N)CC(C)C)CCCCN)nc(n1)NCCOCCOCCOCC#C)C(n1nnc(c1)C(N)CO)C(CC)C. The result is 0 (inactive).